This data is from Catalyst prediction with 721,799 reactions and 888 catalyst types from USPTO. The task is: Predict which catalyst facilitates the given reaction. (1) Reactant: [C:1]1([C:13]2[C:14](=O)[NH:15][C:16](=[O:27])[C:17]=2[C:18]2[C:26]3[C:21](=[CH:22][CH:23]=[CH:24][CH:25]=3)[NH:20][CH:19]=2)[C:11]2=[C:12]3[C:7](=[CH:8][CH:9]=[CH:10]2)[CH2:6][CH2:5][CH2:4][N:3]3[CH:2]=1.[C:29](=[O:32])([O-])[O-].[K+].[K+].CI.[C:37](OCC)(=O)C. Product: [C:1]1([C:13]2[C:29](=[O:32])[N:15]([CH3:14])[C:16](=[O:27])[C:17]=2[C:18]2[C:26]3[C:21](=[CH:22][CH:23]=[CH:24][CH:25]=3)[N:20]([CH3:37])[CH:19]=2)[C:11]2=[C:12]3[C:7](=[CH:8][CH:9]=[CH:10]2)[CH2:6][CH2:5][CH2:4][N:3]3[CH:2]=1. The catalyst class is: 9. (2) Reactant: [CH2:1]([O:3][C:4](=[O:10])[CH:5]([CH3:9])[CH2:6][CH2:7]Cl)[CH3:2].[NH2-].[Na+]. Product: [CH2:1]([O:3][C:4]([C:5]1([CH3:9])[CH2:7][CH2:6]1)=[O:10])[CH3:2]. The catalyst class is: 48.